From a dataset of Peptide-MHC class I binding affinity with 185,985 pairs from IEDB/IMGT. Regression. Given a peptide amino acid sequence and an MHC pseudo amino acid sequence, predict their binding affinity value. This is MHC class I binding data. (1) The binding affinity (normalized) is 0.190. The peptide sequence is IIDAKNDDWK. The MHC is HLA-A03:01 with pseudo-sequence HLA-A03:01. (2) The peptide sequence is VSRDFDDVY. The MHC is HLA-B15:01 with pseudo-sequence HLA-B15:01. The binding affinity (normalized) is 0.492. (3) The peptide sequence is FHMDPSGTF. The MHC is HLA-A01:01 with pseudo-sequence HLA-A01:01. The binding affinity (normalized) is 0.0847. (4) The peptide sequence is EIINDKGKQY. The MHC is HLA-A31:01 with pseudo-sequence HLA-A31:01. The binding affinity (normalized) is 0.126. (5) The peptide sequence is FTIMAAILAY. The MHC is Mamu-A02 with pseudo-sequence Mamu-A02. The binding affinity (normalized) is 0.702.